Dataset: Forward reaction prediction with 1.9M reactions from USPTO patents (1976-2016). Task: Predict the product of the given reaction. (1) Given the reactants [C:1]([O:5][C:6]([N:8]1[CH2:13][CH2:12][N:11]([CH:14]([C:17]2[CH:22]=[CH:21][C:20]([F:23])=[CH:19][C:18]=2[F:24])[CH2:15][NH2:16])[CH2:10][CH2:9]1)=[O:7])([CH3:4])([CH3:3])[CH3:2].C1COCC1.O.[OH-].[Na+].Cl[C:34]([O:36][CH3:37])=[O:35], predict the reaction product. The product is: [C:1]([O:5][C:6]([N:8]1[CH2:13][CH2:12][N:11]([CH:14]([C:17]2[CH:22]=[CH:21][C:20]([F:23])=[CH:19][C:18]=2[F:24])[CH2:15][NH:16][C:34]([O:36][CH3:37])=[O:35])[CH2:10][CH2:9]1)=[O:7])([CH3:4])([CH3:2])[CH3:3]. (2) Given the reactants [OH:1][CH2:2][CH2:3][CH2:4][CH2:5][N:6]1[CH:10]=[C:9]([C:11]([O:13][C:14]([CH3:17])([CH3:16])[CH3:15])=[O:12])[N:8]=[N:7]1.[CH3:18][S:19](Cl)(=[O:21])=[O:20], predict the reaction product. The product is: [CH3:18][S:19]([O:1][CH2:2][CH2:3][CH2:4][CH2:5][N:6]1[CH:10]=[C:9]([C:11]([O:13][C:14]([CH3:17])([CH3:16])[CH3:15])=[O:12])[N:8]=[N:7]1)(=[O:21])=[O:20].